This data is from Forward reaction prediction with 1.9M reactions from USPTO patents (1976-2016). The task is: Predict the product of the given reaction. (1) Given the reactants [Cl:1][C:2]1[CH:7]=[CH:6][CH:5]=[CH:4][C:3]=1[C:8]1[CH:13]=[CH:12][N:11]=[CH:10][C:9]=1[N:14]([CH2:31][C:32](=[O:35])[NH:33][CH3:34])[C:15](=[O:30])[C:16]1[CH:21]=[C:20]([C:22]([F:25])([F:24])[F:23])[CH:19]=[C:18]([C:26]([F:29])([F:28])[F:27])[CH:17]=1.[CH3:36]N(C(ON1N=NC2C=CC=NC1=2)=[N+](C)C)C.F[P-](F)(F)(F)(F)F.Cl.C(NCC)C.CCN(C(C)C)C(C)C.[NH4+].[Cl-], predict the reaction product. The product is: [Cl:1][C:2]1[CH:7]=[CH:6][CH:5]=[CH:4][C:3]=1[C:8]1[CH:13]=[CH:12][N:11]=[CH:10][C:9]=1[N:14]([CH2:31][C:32](=[O:35])[N:33]([CH3:36])[CH3:34])[C:15](=[O:30])[C:16]1[CH:17]=[C:18]([C:26]([F:27])([F:28])[F:29])[CH:19]=[C:20]([C:22]([F:25])([F:23])[F:24])[CH:21]=1. (2) Given the reactants C([O-])([O-])=O.[K+].[K+].[NH:7]1[C:16]2[CH:15]=[CH:14][CH:13]=[C:12]([S:17]([O-:20])(=[O:19])=[O:18])[C:11]=2[CH2:10][CH2:9][CH2:8]1.[Na+:21].Br[CH2:23][C:24]1[CH:29]=[C:28]([Cl:30])[CH:27]=[CH:26][C:25]=1[O:31][CH2:32][C:33]1[CH:38]=[CH:37][C:36]([Cl:39])=[CH:35][C:34]=1[F:40].O, predict the reaction product. The product is: [Cl:30][C:28]1[CH:27]=[CH:26][C:25]([O:31][CH2:32][C:33]2[CH:38]=[CH:37][C:36]([Cl:39])=[CH:35][C:34]=2[F:40])=[C:24]([CH:29]=1)[CH2:23][N:7]1[C:16]2[CH:15]=[CH:14][CH:13]=[C:12]([S:17]([O-:20])(=[O:18])=[O:19])[C:11]=2[CH2:10][CH2:9][CH2:8]1.[Na+:21]. (3) The product is: [C:1]1([O:11][CH2:12][CH2:13][CH2:14][CH2:15][NH:16][C:17](=[O:22])[O:18][CH2:19][C:20]([NH2:23])=[O:21])[C:10]2[C:5](=[CH:6][CH:7]=[CH:8][CH:9]=2)[CH:4]=[CH:3][CH:2]=1. Given the reactants [C:1]1([O:11][CH2:12][CH2:13][CH2:14][CH2:15][N:16]2[C:20](=[O:21])[CH2:19][O:18][C:17]2=[O:22])[C:10]2[C:5](=[CH:6][CH:7]=[CH:8][CH:9]=2)[CH:4]=[CH:3][CH:2]=1.[NH3:23], predict the reaction product. (4) Given the reactants C([O-])([O-])=O.[Na+].[Na+].[CH2:7]([PH:11](=[O:13])[OH:12])[CH:8]([CH3:10])[CH3:9], predict the reaction product. The product is: [CH2:7]([P:11]([CH2:7][CH:8]([CH3:10])[CH3:9])(=[O:12])[OH:13])[CH:8]([CH3:10])[CH3:9]. (5) Given the reactants [Cl:1][C:2]1[C:7]([Cl:8])=[CH:6][CH:5]=[CH:4][C:3]=1[S:9][CH2:10][C@H:11]([N:15]1[CH:19]=[C:18]([C:20]([O:22]CC)=O)[N:17]=[CH:16]1)[C@@H:12]([OH:14])[CH3:13].[OH-].[NH4+:26], predict the reaction product. The product is: [Cl:1][C:2]1[C:7]([Cl:8])=[CH:6][CH:5]=[CH:4][C:3]=1[S:9][CH2:10][C@H:11]([N:15]1[CH:19]=[C:18]([C:20]([NH2:26])=[O:22])[N:17]=[CH:16]1)[C@@H:12]([OH:14])[CH3:13]. (6) Given the reactants [O:1]=[C:2]([CH2:8][CH3:9])[CH2:3][C:4]([O:6][CH3:7])=[O:5].C(Cl)[Cl:11], predict the reaction product. The product is: [Cl:11][CH:8]([CH3:9])[C:2](=[O:1])[CH2:3][C:4]([O:6][CH3:7])=[O:5]. (7) Given the reactants C[O:2][C:3]([C:5]1[CH:6]=[C:7]([Cl:24])[CH:8]=[C:9]2[C:14]=1[NH:13][CH:12]([C:15]1[CH:20]=[CH:19][CH:18]=[C:17](Br)[CH:16]=1)[CH2:11][C:10]2([CH3:23])[CH3:22])=[O:4].[NH2:25][C:26]([CH3:31])([CH3:30])[C:27]([OH:29])=[O:28].C(=O)([O-])[O-].[K+].[K+], predict the reaction product. The product is: [C:27]([C:26]1([NH:25][C:17]2[CH:16]=[C:15]([CH:12]3[CH2:11][C:10]([CH3:22])([CH3:23])[C:9]4[C:14](=[C:5]([C:3]([OH:2])=[O:4])[CH:6]=[C:7]([Cl:24])[CH:8]=4)[NH:13]3)[CH:20]=[CH:19][CH:18]=2)[CH2:31][CH2:30]1)([OH:29])=[O:28]. (8) Given the reactants [NH2:1][C:2]1[C:11]([O:12][CH3:13])=[CH:10][CH:9]=[CH:8][C:3]=1[C:4]([O:6][CH3:7])=[O:5].[Br:14]N1C(=O)CCC1=O.O, predict the reaction product. The product is: [NH2:1][C:2]1[C:11]([O:12][CH3:13])=[CH:10][C:9]([Br:14])=[CH:8][C:3]=1[C:4]([O:6][CH3:7])=[O:5]. (9) Given the reactants [H-].[Na+].[F:3][C:4]([F:18])([F:17])[C:5]1[CH:10]=[CH:9][N:8]=[C:7]([C:11]2[NH:12][O:13][C:14](=[O:16])[N:15]=2)[CH:6]=1.[C:19](Cl)(=[O:24])[C:20]([CH3:23])([CH3:22])[CH3:21].[Cl-].[NH4+], predict the reaction product. The product is: [CH3:21][C:20]([CH3:23])([CH3:22])[C:19]([N:15]1[C:14](=[O:16])[O:13][N:12]=[C:11]1[C:7]1[CH:6]=[C:5]([C:4]([F:3])([F:17])[F:18])[CH:10]=[CH:9][N:8]=1)=[O:24].